Dataset: Reaction yield outcomes from USPTO patents with 853,638 reactions. Task: Predict the reaction yield, written as a fraction of the theoretical maximum amount of product (1.0 means a 100% yield; for example, 0.34 means a 34% yield). (1) The reactants are [Cl:1][C:2]1[C:3]([CH2:10][N:11]2[C:19](=[O:20])[C:18]3[C:13](=[CH:14][CH:15]=[CH:16][CH:17]=3)[C:12]2=[O:21])=[N:4][CH:5]=[C:6]([CH:8]=[CH2:9])[CH:7]=1.Br[CH:23]([C:28]1[CH:29]=[C:30]([Cl:36])[C:31]([Cl:35])=[C:32]([Cl:34])[CH:33]=1)[C:24]([F:27])([F:26])[F:25].N1C=CC=CC=1C1C=CC=CN=1. The catalyst is ClC1C=CC=CC=1Cl.Cl[Cu]. The product is [Cl:1][C:2]1[C:3]([CH2:10][N:11]2[C:19](=[O:20])[C:18]3[C:13](=[CH:14][CH:15]=[CH:16][CH:17]=3)[C:12]2=[O:21])=[N:4][CH:5]=[C:6](/[CH:8]=[CH:9]/[CH:23]([C:28]2[CH:29]=[C:30]([Cl:36])[C:31]([Cl:35])=[C:32]([Cl:34])[CH:33]=2)[C:24]([F:26])([F:25])[F:27])[CH:7]=1. The yield is 0.500. (2) The reactants are [CH3:1][O:2][C:3]1[C:15]2[NH:14][C:13]3[C:8](=[CH:9][C:10]([C:16]([O:18]CC)=[O:17])=[CH:11][CH:12]=3)[C:7]=2[CH:6]=[C:5]2[C:21]3[CH:22]=[C:23]([C:28]([O:30]CC)=[O:29])[CH:24]=[CH:25][C:26]=3[NH:27][C:4]=12.[OH-].[K+].Cl. The catalyst is CCO.O.C1COCC1. The product is [CH3:1][O:2][C:3]1[C:15]2[NH:14][C:13]3[C:8](=[CH:9][C:10]([C:16]([OH:18])=[O:17])=[CH:11][CH:12]=3)[C:7]=2[CH:6]=[C:5]2[C:21]3[CH:22]=[C:23]([C:28]([OH:30])=[O:29])[CH:24]=[CH:25][C:26]=3[NH:27][C:4]=12. The yield is 0.950. (3) The reactants are C(N(C(C)C)CC)(C)C.Cl[C:11]1[C:20]2[C:15](=[CH:16][CH:17]=[CH:18][C:19]=2[O:21][CH:22]2[CH2:27][CH2:26][N:25]([CH3:28])[CH2:24][CH2:23]2)[N:14]=[CH:13][N:12]=1.[NH2:29][C:30]1[CH:31]=[C:32]2[C:36](=[CH:37][CH:38]=1)[NH:35][N:34]=[C:33]2[Br:39]. The catalyst is CC(O)C. The product is [Br:39][C:33]1[C:32]2[C:36](=[CH:37][CH:38]=[C:30]([NH:29][C:11]3[C:20]4[C:15](=[CH:16][CH:17]=[CH:18][C:19]=4[O:21][CH:22]4[CH2:27][CH2:26][N:25]([CH3:28])[CH2:24][CH2:23]4)[N:14]=[CH:13][N:12]=3)[CH:31]=2)[NH:35][N:34]=1. The yield is 0.930. (4) The reactants are [H-].[Na+].[CH3:3][N:4]1[C:8]2[CH:9]=[C:10]([C:13]3[CH:14]=[C:15](O)[CH:16]=[CH:17][CH:18]=3)[CH:11]=[CH:12][C:7]=2[N:6]=[CH:5]1.Cl[CH2:21][C@@H:22]1[CH2:24][O:23]1.C[N:26](C=O)C. The catalyst is O. The product is [CH3:3][N:4]1[C:8]2[CH:9]=[C:10]([C:13]3[CH:14]=[C:15]([CH:16]=[CH:17][CH:18]=3)[NH:26][CH2:21][C@H:22]3[CH2:24][O:23]3)[CH:11]=[CH:12][C:7]=2[N:6]=[CH:5]1. The yield is 0.770.